From a dataset of Forward reaction prediction with 1.9M reactions from USPTO patents (1976-2016). Predict the product of the given reaction. (1) Given the reactants [F:1][C:2]1[CH:7]=[C:6]([CH2:8][OH:9])[CH:5]=[CH:4][N:3]=1.C(N(CC)CC)C.[CH3:17][S:18](Cl)(=[O:20])=[O:19], predict the reaction product. The product is: [F:1][C:2]1[CH:7]=[C:6]([CH2:8][O:9][S:18]([CH3:17])(=[O:20])=[O:19])[CH:5]=[CH:4][N:3]=1. (2) Given the reactants C([C:3]([CH2:8]O)([CH3:7])[C:4]([OH:6])=[O:5])O.[C:16]([O:17][CH2:18][CH2:15][CH2:16][O:17][CH3:18])(=O)[CH3:15].C([O-])(=O)CCCCCCCCCCC.C([O-])(=O)CCCCCCCCCCC.C([Sn+2]CCCC)CCC, predict the reaction product. The product is: [C:4]([O:6][CH2:15][CH:16]1[O:17][CH2:18]1)(=[O:5])[C:3]([CH3:7])=[CH2:8]. (3) Given the reactants [NH2:1][C:2]1[CH:11]=[CH:10][C:9]2[N:8]=[CH:7][CH:6]=[CH:5][C:4]=2[C:3]=1[C:12]([O:14][CH3:15])=[O:13].[C:16]1([S:22](Cl)(=[O:24])=[O:23])[CH:21]=[CH:20][CH:19]=[CH:18][CH:17]=1, predict the reaction product. The product is: [C:16]1([S:22]([NH:1][C:2]2[CH:11]=[CH:10][C:9]3[N:8]=[CH:7][CH:6]=[CH:5][C:4]=3[C:3]=2[C:12]([O:14][CH3:15])=[O:13])(=[O:24])=[O:23])[CH:21]=[CH:20][CH:19]=[CH:18][CH:17]=1. (4) Given the reactants [C:1]1([C:7]2[N:8]=[C:9]([NH:12][CH2:13][CH2:14][C:15]3[CH:20]=[CH:19][CH:18]=[CH:17][CH:16]=3)[S:10][CH:11]=2)[CH:6]=[CH:5][CH:4]=[CH:3][CH:2]=1.[H-].[Na+].Cl[CH2:24][C:25]1[CH:26]=[C:27]([CH:30]=[CH:31][C:32]=1[O:33][CH2:34][CH:35]([CH3:37])[CH3:36])[CH:28]=[O:29].[I-].[Na+], predict the reaction product. The product is: [CH2:34]([O:33][C:32]1[CH:31]=[CH:30][C:27]([CH:28]=[O:29])=[CH:26][C:25]=1[CH2:24][N:12]([CH2:13][CH2:14][C:15]1[CH:16]=[CH:17][CH:18]=[CH:19][CH:20]=1)[C:9]1[S:10][CH:11]=[C:7]([C:1]2[CH:6]=[CH:5][CH:4]=[CH:3][CH:2]=2)[N:8]=1)[CH:35]([CH3:37])[CH3:36]. (5) Given the reactants Br[C:2]1[CH:7]=[C:6]([Cl:8])[CH:5]=[CH:4][C:3]=1[C:9]([N:11]1[CH2:16][CH2:15][N:14]([C:17]2[C:22]([CH3:23])=[CH:21][C:20]([CH3:24])=[CH:19][N:18]=2)[CH2:13][CH2:12]1)=[O:10].[O:25]1[CH2:29][CH2:28][NH:27][C:26]1=[O:30], predict the reaction product. The product is: [Cl:8][C:6]1[CH:5]=[CH:4][C:3]([C:9]([N:11]2[CH2:16][CH2:15][N:14]([C:17]3[C:22]([CH3:23])=[CH:21][C:20]([CH3:24])=[CH:19][N:18]=3)[CH2:13][CH2:12]2)=[O:10])=[C:2]([N:27]2[CH2:28][CH2:29][O:25][C:26]2=[O:30])[CH:7]=1. (6) Given the reactants [O:1]=[C:2]1[C:8]2[CH:9]=[CH:10][CH:11]=[CH:12][C:7]=2[O:6][C:5]2[S:13][C:14]([C:16]([O:18]C)=[O:17])=[CH:15][C:4]=2[NH:3]1.[OH-].[Na+], predict the reaction product. The product is: [O:1]=[C:2]1[C:8]2[CH:9]=[CH:10][CH:11]=[CH:12][C:7]=2[O:6][C:5]2[S:13][C:14]([C:16]([OH:18])=[O:17])=[CH:15][C:4]=2[NH:3]1. (7) Given the reactants Br[C:2]1[CH:7]=[CH:6][C:5]([S:8]([NH:11][C:12]2[S:13][CH:14]=[CH:15][N:16]=2)(=[O:10])=[O:9])=[C:4]([F:17])[CH:3]=1.CC(C)([O-])C.[Na+].O1CCOCC1.[CH3:30][O:31][C:32]1[CH:39]=[C:38]([O:40][CH3:41])[CH:37]=[CH:36][C:33]=1[CH2:34][NH2:35], predict the reaction product. The product is: [CH3:30][O:31][C:32]1[CH:39]=[C:38]([O:40][CH3:41])[CH:37]=[CH:36][C:33]=1[CH2:34][NH:35][C:2]1[CH:7]=[CH:6][C:5]([S:8]([NH:11][C:12]2[S:13][CH:14]=[CH:15][N:16]=2)(=[O:10])=[O:9])=[C:4]([F:17])[CH:3]=1.